Predict hERG channel inhibition at various concentrations. From a dataset of hERG Central: cardiac toxicity at 1µM, 10µM, and general inhibition. (1) The molecule is CCOC(=O)c1cnc2ccc(OC)cc2c1NCc1ccccc1. Results: hERG_inhib (hERG inhibition (general)): blocker. (2) The compound is COC(=O)c1ccc(CN2CCC(Oc3cccc(C(=O)N4CCCC4)c3)CC2)cc1. Results: hERG_inhib (hERG inhibition (general)): blocker. (3) The molecule is O=C1C2CCCCN2C(=O)N1CCCCN1CCN(c2ccc([N+](=O)[O-])cc2)CC1. Results: hERG_inhib (hERG inhibition (general)): blocker. (4) The molecule is CCN1CC(CN(C)Cc2nc(-c3ccc(C(F)(F)F)cc3)oc2C)CC1=O. Results: hERG_inhib (hERG inhibition (general)): blocker. (5) The drug is COc1cc(OC)c(OC)cc1CN1CCCC(C(=O)c2ccccc2SC)C1. Results: hERG_inhib (hERG inhibition (general)): blocker.